Dataset: Full USPTO retrosynthesis dataset with 1.9M reactions from patents (1976-2016). Task: Predict the reactants needed to synthesize the given product. (1) Given the product [Cl:1][C:2]1[CH:3]=[CH:4][C:5]([CH2:6][N:7]([C:17]2[CH:26]=[C:25]3[C:20]([CH2:21][CH2:22][N:23]([CH2:33][CH3:34])[C:24]3=[O:27])=[CH:19][CH:18]=2)[S:8]([C:11]2[CH:15]=[CH:14][N:13]([CH3:16])[N:12]=2)(=[O:9])=[O:10])=[CH:28][CH:29]=1, predict the reactants needed to synthesize it. The reactants are: [Cl:1][C:2]1[CH:29]=[CH:28][C:5]([CH2:6][N:7]([C:17]2[CH:26]=[C:25]3[C:20]([CH2:21][CH2:22][NH:23][C:24]3=[O:27])=[CH:19][CH:18]=2)[S:8]([C:11]2[CH:15]=[CH:14][N:13]([CH3:16])[N:12]=2)(=[O:10])=[O:9])=[CH:4][CH:3]=1.[H-].[Na+].I[CH2:33][CH3:34]. (2) Given the product [CH3:8][C:6]([CH:9]([C:15]([O:17][CH2:18][CH3:19])=[O:16])[C:10]([O:12][CH2:13][CH3:14])=[O:11])([CH2:3][CH:2]=[CH2:1])[CH3:7], predict the reactants needed to synthesize it. The reactants are: [CH2:1]([Mg]Br)[CH:2]=[CH2:3].[C:6](=[C:9]([C:15]([O:17][CH2:18][CH3:19])=[O:16])[C:10]([O:12][CH2:13][CH3:14])=[O:11])([CH3:8])[CH3:7]. (3) Given the product [NH2:30][C:31]1[N:36]=[CH:35][C:34](/[CH:37]=[CH:38]/[C:39]([N:13]([CH2:12][C:7]2[C:6]3[C:10](=[C:2]([F:1])[CH:3]=[CH:4][CH:5]=3)[N:9]([CH3:11])[CH:8]=2)[CH3:14])=[O:41])=[CH:33][CH:32]=1, predict the reactants needed to synthesize it. The reactants are: [F:1][C:2]1[CH:3]=[CH:4][CH:5]=[C:6]2[C:10]=1[N:9]([CH3:11])[CH:8]=[C:7]2[CH2:12][NH:13][CH3:14].CNCC1C2C=CC=CC=2N2CCCC=12.[NH2:30][C:31]1[N:36]=[CH:35][C:34](/[CH:37]=[CH:38]/[C:39]([OH:41])=O)=[CH:33][CH:32]=1.Cl.O=C1NC2N=CC(/C=C/C(O)=O)=CC=2CC1. (4) The reactants are: [CH3:1][O:2][C:3]1[CH:8]=[CH:7][C:6]([C:9]2[CH:13]=[CH:12][NH:11][N:10]=2)=[CH:5][CH:4]=1.[CH2:14]([O:16][C:17](=[O:23])[CH:18](Cl)[O:19][CH2:20][CH3:21])[CH3:15]. Given the product [CH2:14]([O:16][C:17](=[O:23])[CH:18]([O:19][CH2:20][CH3:21])[N:11]1[CH:12]=[CH:13][C:9]([C:6]2[CH:5]=[CH:4][C:3]([O:2][CH3:1])=[CH:8][CH:7]=2)=[N:10]1)[CH3:15], predict the reactants needed to synthesize it. (5) The reactants are: CCCCCC.C([Li])CCC.BrC1C=CC=C(C(OC)OC)C=1.C([O:31][C@@H:32]1[C@@H:38]([O:39]CC2C=CC=CC=2)[C@H:37]([O:47]CC2C=CC=CC=2)[C@@H:36]([CH2:55][O:56]CC2C=CC=CC=2)[O:35][C:33]1=[O:34])C1C=CC=CC=1.[Cl-].[NH4+]. Given the product [OH:34][CH:33]1[O:35][C@H:36]([CH2:55][OH:56])[C@@H:37]([OH:47])[C@H:38]([OH:39])[C@H:32]1[OH:31], predict the reactants needed to synthesize it. (6) The reactants are: [F:1][C:2]1[C:3]([CH2:21][N:22]2[C:30]3[C:25](=[CH:26][C:27]([C:31]([O:33]C)=[O:32])=[CH:28][CH:29]=3)[CH:24]=[CH:23]2)=[N:4][CH:5]=[C:6]([CH:8]2[CH2:13][CH2:12][N:11]([C:14]([O:16][C:17]([CH3:20])([CH3:19])[CH3:18])=[O:15])[CH2:10][CH2:9]2)[CH:7]=1.O.O.[OH-].[Li+].Cl. Given the product [F:1][C:2]1[C:3]([CH2:21][N:22]2[C:30]3[C:25](=[CH:26][C:27]([C:31]([OH:33])=[O:32])=[CH:28][CH:29]=3)[CH:24]=[CH:23]2)=[N:4][CH:5]=[C:6]([CH:8]2[CH2:13][CH2:12][N:11]([C:14]([O:16][C:17]([CH3:20])([CH3:19])[CH3:18])=[O:15])[CH2:10][CH2:9]2)[CH:7]=1, predict the reactants needed to synthesize it. (7) Given the product [F:24][C:25]1[C:30]([O:31][CH3:32])=[CH:29][CH:28]=[CH:27][C:26]=1[C:2]1[CH:7]=[CH:6][CH:5]=[C:4]([C:8]2([C:18]3[CH:19]=[CH:20][N:21]=[CH:22][CH:23]=3)[C:16]3[C:11](=[CH:12][CH:13]=[CH:14][CH:15]=3)[C:10]([NH2:17])=[N:9]2)[CH:3]=1, predict the reactants needed to synthesize it. The reactants are: Br[C:2]1[CH:3]=[C:4]([C:8]2([C:18]3[CH:23]=[CH:22][N:21]=[CH:20][CH:19]=3)[C:16]3[C:11](=[CH:12][CH:13]=[CH:14][CH:15]=3)[C:10]([NH2:17])=[N:9]2)[CH:5]=[CH:6][CH:7]=1.[F:24][C:25]1[C:30]([O:31][CH3:32])=[CH:29][CH:28]=[CH:27][C:26]=1B(O)O. (8) Given the product [CH3:58][N:59]1[CH2:64][CH2:63][N:62]([CH:65]2[CH2:70][CH2:69][N:68]([C:22]([C:21]3[CH:25]=[CH:26][C:18]([C:15]4[CH:16]=[CH:17][C:12]5[N:13]([C:9]([C:6]6[CH:7]=[CH:8][C:3]([C:1]#[N:2])=[CH:4][CH:5]=6)=[CH:10][N:11]=5)[N:14]=4)=[CH:19][CH:20]=3)=[O:24])[CH2:67][CH2:66]2)[CH2:61][CH2:60]1, predict the reactants needed to synthesize it. The reactants are: [C:1]([C:3]1[CH:8]=[CH:7][C:6]([C:9]2[N:13]3[N:14]=[C:15]([C:18]4[CH:26]=[CH:25][C:21]([C:22]([OH:24])=O)=[CH:20][CH:19]=4)[CH:16]=[CH:17][C:12]3=[N:11][CH:10]=2)=[CH:5][CH:4]=1)#[N:2].CN(C(ON1N=NC2C=CC=NC1=2)=[N+](C)C)C.F[P-](F)(F)(F)(F)F.CN1CCOCC1.[CH3:58][N:59]1[CH2:64][CH2:63][N:62]([CH:65]2[CH2:70][CH2:69][NH:68][CH2:67][CH2:66]2)[CH2:61][CH2:60]1.